Dataset: Catalyst prediction with 721,799 reactions and 888 catalyst types from USPTO. Task: Predict which catalyst facilitates the given reaction. (1) Reactant: [CH2:1]([OH:6])[CH2:2][CH2:3][C:4]#[CH:5].[S:7](Cl)([C:10]1[CH:16]=[CH:15][C:13]([CH3:14])=[CH:12][CH:11]=1)(=[O:9])=[O:8].CCN(CC)CC. Product: [CH3:14][C:13]1[CH:15]=[CH:16][C:10]([S:7]([O:6][CH2:1][CH2:2][CH2:3][C:4]#[CH:5])(=[O:9])=[O:8])=[CH:11][CH:12]=1. The catalyst class is: 142. (2) Reactant: C(OC([NH:8][C@:9]([CH3:40])([CH2:20][CH2:21][C:22]1[N:23]([CH3:39])[C:24]([C:27](=[O:38])[CH2:28][CH2:29][CH2:30][CH2:31][C:32]2[CH:37]=[CH:36][CH:35]=[CH:34][CH:33]=2)=[CH:25][CH:26]=1)[CH2:10][CH2:11][P:12](=[O:19])([O:16]CC)[O:13]CC)=O)(C)(C)C.Br[Si](C)(C)C. Product: [NH2:8][C@:9]([CH3:40])([CH2:20][CH2:21][C:22]1[N:23]([CH3:39])[C:24]([C:27](=[O:38])[CH2:28][CH2:29][CH2:30][CH2:31][C:32]2[CH:33]=[CH:34][CH:35]=[CH:36][CH:37]=2)=[CH:25][CH:26]=1)[CH2:10][CH2:11][P:12](=[O:13])([OH:16])[OH:19]. The catalyst class is: 4. (3) The catalyst class is: 154. Product: [F:1][C:2]1[CH:3]=[CH:4][C:5]([N:8]2[C:16]3[C:11](=[CH:12][C:13]([O:46][C@H:10]([C:11]4[CH:16]=[CH:15][CH:14]=[CH:13][CH:12]=4)[C@@H:33]([NH:30][S:41]([C:40]4[C:36]([CH3:35])=[N:37][O:38][C:39]=4[CH3:45])(=[O:43])=[O:42])[CH3:34])=[CH:14][CH:15]=3)[CH:10]=[N:9]2)=[CH:6][CH:7]=1. Reactant: [F:1][C:2]1[CH:7]=[CH:6][C:5]([N:8]2[C:16]3[C:11](=[CH:12][CH:13]=[CH:14][CH:15]=3)[C:10](O[C@H](C3C=CC=CC=3)[C@@H](N)C)=[N:9]2)=[CH:4][CH:3]=1.C([N:30]([CH2:33][CH3:34])CC)C.[CH3:35][C:36]1[C:40]([S:41](Cl)(=[O:43])=[O:42])=[C:39]([CH3:45])[O:38][N:37]=1.[OH2:46]. (4) Reactant: [C:1]([O:5][C:6]([NH:8][C@@H:9]1[C@H:14]([NH:15][C:16]2[N:21]=[C:20](Cl)[C:19]3[C:23](=[O:33])[N:24]([C:26]([O:28][C:29]([CH3:32])([CH3:31])[CH3:30])=[O:27])[CH2:25][C:18]=3[C:17]=2[F:34])[CH2:13][CH2:12][O:11][CH2:10]1)=[O:7])([CH3:4])([CH3:3])[CH3:2].[Cl:35][C:36]1[CH:46]=[CH:45][C:39](/[CH:40]=[CH:41]/B(O)O)=[CH:38][CH:37]=1.C(=O)([O-])[O-].[Na+].[Na+]. Product: [C:1]([O:5][C:6]([NH:8][C@@H:9]1[C@H:14]([NH:15][C:16]2[N:21]=[C:20](/[CH:41]=[CH:40]/[C:39]3[CH:45]=[CH:46][C:36]([Cl:35])=[CH:37][CH:38]=3)[C:19]3[C:23](=[O:33])[N:24]([C:26]([O:28][C:29]([CH3:31])([CH3:30])[CH3:32])=[O:27])[CH2:25][C:18]=3[C:17]=2[F:34])[CH2:13][CH2:12][O:11][CH2:10]1)=[O:7])([CH3:3])([CH3:2])[CH3:4]. The catalyst class is: 551.